Dataset: Forward reaction prediction with 1.9M reactions from USPTO patents (1976-2016). Task: Predict the product of the given reaction. (1) Given the reactants C[C:2]1[C:7]([N+:8]([O-:10])=[O:9])=[CH:6][C:5]([N+:11]([O-:13])=[O:12])=[C:4]([OH:14])[C:3]=1[CH:15]([CH3:17])[CH3:16].[CH3:18][CH2:19][CH2:20]C(C1C(O)=C([N+]([O-])=O)C=C([N+]([O-])=O)C=1)C.CC1C(O)=C([N+]([O-])=O)C=C([N+]([O-])=O)C=1.F[Si-2](F)(F)(F)(F)F.[Na+].[Na+].CCNS(C(F)(F)C(F)(F)C(F)(F)C(F)(F)C(F)(F)C(F)(F)C(F)(F)C(F)(F)F)(=O)=O, predict the reaction product. The product is: [CH2:19]1[CH2:20][CH2:16][CH:15]([C:3]2[C:4]([OH:14])=[C:5]([N+:11]([O-:13])=[O:12])[CH:6]=[C:7]([N+:8]([O-:10])=[O:9])[CH:2]=2)[CH2:17][CH2:18]1. (2) Given the reactants [CH3:1][S@:2](=[O:24])([C:18]1[CH:23]=[CH:22][CH:21]=[CH:20][CH:19]=1)=[N:3][C:4](=[O:17])[C:5]1[CH:10]=[C:9]([C:11]#[C:12][Si](C)(C)C)[CH:8]=[N:7][CH:6]=1.[Cl:25][C:26]1[CH:31]=[CH:30][C:29](I)=[CH:28][N:27]=1, predict the reaction product. The product is: [Cl:25][C:26]1[N:27]=[CH:28][C:29]([C:12]#[C:11][C:9]2[CH:8]=[N:7][CH:6]=[C:5]([CH:10]=2)[C:4]([N:3]=[S@@:2]([CH3:1])(=[O:24])[C:18]2[CH:23]=[CH:22][CH:21]=[CH:20][CH:19]=2)=[O:17])=[CH:30][CH:31]=1. (3) Given the reactants Br[C:2]1[CH:3]=[C:4]([C:7]([O:9][CH3:10])=[O:8])[S:5][CH:6]=1.C(=O)([O-])[O-].[K+].[K+].[CH3:17][N:18]1[C:22](B2OC(C)(C)C(C)(C)O2)=[CH:21][CH:20]=[N:19]1, predict the reaction product. The product is: [CH3:17][N:18]1[C:22]([C:2]2[CH:3]=[C:4]([C:7]([O:9][CH3:10])=[O:8])[S:5][CH:6]=2)=[CH:21][CH:20]=[N:19]1. (4) Given the reactants [ClH:1].[N:2]12[CH2:9][CH2:8][CH:5]([CH2:6][CH2:7]1)[C@@H:4]([NH:10][C:11]([C:13]1[S:14][C:15]3[CH:21]=[C:20](Br)[CH:19]=[CH:18][C:16]=3[CH:17]=1)=[O:12])[CH2:3]2.[OH:23][CH2:24][C:25]1[CH:30]=[CH:29][CH:28]=[CH:27][C:26]=1B(O)O.C(=O)([O-])[O-].[Na+].[Na+], predict the reaction product. The product is: [ClH:1].[N:2]12[CH2:9][CH2:8][CH:5]([CH2:6][CH2:7]1)[C@@H:4]([NH:10][C:11]([C:13]1[S:14][C:15]3[CH:21]=[C:20]([C:26]4[CH:27]=[CH:28][CH:29]=[CH:30][C:25]=4[CH2:24][OH:23])[CH:19]=[CH:18][C:16]=3[CH:17]=1)=[O:12])[CH2:3]2.